This data is from NCI-60 drug combinations with 297,098 pairs across 59 cell lines. The task is: Regression. Given two drug SMILES strings and cell line genomic features, predict the synergy score measuring deviation from expected non-interaction effect. (1) Drug 1: CCC1(CC2CC(C3=C(CCN(C2)C1)C4=CC=CC=C4N3)(C5=C(C=C6C(=C5)C78CCN9C7C(C=CC9)(C(C(C8N6C)(C(=O)OC)O)OC(=O)C)CC)OC)C(=O)OC)O.OS(=O)(=O)O. Cell line: HT29. Synergy scores: CSS=-2.46, Synergy_ZIP=1.75, Synergy_Bliss=2.00, Synergy_Loewe=-0.884, Synergy_HSA=-1.48. Drug 2: C(CCl)NC(=O)N(CCCl)N=O. (2) Drug 1: C1=CC=C(C=C1)NC(=O)CCCCCCC(=O)NO. Drug 2: CNC(=O)C1=NC=CC(=C1)OC2=CC=C(C=C2)NC(=O)NC3=CC(=C(C=C3)Cl)C(F)(F)F. Cell line: UACC62. Synergy scores: CSS=54.9, Synergy_ZIP=0.130, Synergy_Bliss=2.34, Synergy_Loewe=-9.72, Synergy_HSA=3.66. (3) Drug 1: CS(=O)(=O)C1=CC(=C(C=C1)C(=O)NC2=CC(=C(C=C2)Cl)C3=CC=CC=N3)Cl. Drug 2: CC1C(C(CC(O1)OC2CC(CC3=C2C(=C4C(=C3O)C(=O)C5=C(C4=O)C(=CC=C5)OC)O)(C(=O)CO)O)N)O.Cl. Cell line: CCRF-CEM. Synergy scores: CSS=43.1, Synergy_ZIP=-2.98, Synergy_Bliss=-4.02, Synergy_Loewe=-1.99, Synergy_HSA=-0.979. (4) Drug 1: CC12CCC3C(C1CCC2=O)CC(=C)C4=CC(=O)C=CC34C. Drug 2: CC1CCCC2(C(O2)CC(NC(=O)CC(C(C(=O)C(C1O)C)(C)C)O)C(=CC3=CSC(=N3)C)C)C. Cell line: SK-MEL-28. Synergy scores: CSS=32.8, Synergy_ZIP=2.35, Synergy_Bliss=3.91, Synergy_Loewe=0.556, Synergy_HSA=1.49. (5) Drug 1: C1=CC(=CC=C1CCCC(=O)O)N(CCCl)CCCl. Drug 2: C1CN(CCN1C(=O)CCBr)C(=O)CCBr. Cell line: OVCAR3. Synergy scores: CSS=19.9, Synergy_ZIP=-8.43, Synergy_Bliss=3.23, Synergy_Loewe=-1.88, Synergy_HSA=1.03.